The task is: Regression. Given a peptide amino acid sequence and an MHC pseudo amino acid sequence, predict their binding affinity value. This is MHC class I binding data.. This data is from Peptide-MHC class I binding affinity with 185,985 pairs from IEDB/IMGT. (1) The peptide sequence is MSDIFHALV. The MHC is HLA-B58:01 with pseudo-sequence HLA-B58:01. The binding affinity (normalized) is 0.0847. (2) The peptide sequence is ALDISFTGA. The MHC is HLA-A11:01 with pseudo-sequence HLA-A11:01. The binding affinity (normalized) is 0.213.